Predict the reactants needed to synthesize the given product. From a dataset of Full USPTO retrosynthesis dataset with 1.9M reactions from patents (1976-2016). (1) Given the product [CH3:13][O:12][C:3]1[CH:4]=[C:5]([O:10][CH3:11])[CH:6]=[C:7]([O:8][CH3:9])[C:2]=1[C:2]1[C:7]([O:8][CH3:9])=[CH:6][C:5]([O:10][CH3:11])=[CH:4][C:3]=1[O:12][CH3:13], predict the reactants needed to synthesize it. The reactants are: I[C:2]1[C:7]([O:8][CH3:9])=[CH:6][C:5]([O:10][CH3:11])=[CH:4][C:3]=1[O:12][CH3:13]. (2) Given the product [CH2:29]([S:31]([OH:34])(=[O:33])=[O:32])[CH3:30].[CH:1]1([NH:4][C:5]([NH:7][C:8]2[C:9]([C:13]3[NH:17][C:16]4[CH:18]=[CH:19][C:20]([CH2:22][N:23]5[CH2:24][CH2:25][O:26][CH2:27][CH2:28]5)=[CH:21][C:15]=4[N:14]=3)=[N:10][NH:11][CH:12]=2)=[O:6])[CH2:3][CH2:2]1, predict the reactants needed to synthesize it. The reactants are: [CH:1]1([NH:4][C:5]([NH:7][C:8]2[C:9]([C:13]3[NH:17][C:16]4[CH:18]=[CH:19][C:20]([CH2:22][N:23]5[CH2:28][CH2:27][O:26][CH2:25][CH2:24]5)=[CH:21][C:15]=4[N:14]=3)=[N:10][NH:11][CH:12]=2)=[O:6])[CH2:3][CH2:2]1.[CH2:29]([S:31]([OH:34])(=[O:33])=[O:32])[CH3:30].CCOCC. (3) The reactants are: [F:1][C:2]([F:20])([F:19])[C:3]1[CH:8]=[CH:7][N:6]=[C:5]([NH:9][C:10](=[O:18])OC2C=CC=CC=2)[CH:4]=1.[CH3:21][O:22][NH:23][CH:24]([CH3:30])[CH:25](OC)[O:26]C.Cl.CCOC(C)=O. Given the product [OH:26][CH:25]1[CH:24]([CH3:30])[N:23]([O:22][CH3:21])[C:10](=[O:18])[N:9]1[C:5]1[CH:4]=[C:3]([C:2]([F:1])([F:19])[F:20])[CH:8]=[CH:7][N:6]=1, predict the reactants needed to synthesize it. (4) Given the product [Cl:11][C:12]1[CH:13]=[CH:14][C:15]([CH2:16][N:17]2[C:25]3[C:20](=[CH:21][CH:22]=[CH:23][CH:24]=3)[C:19]([OH:26])([C:2]3[S:1][CH:5]=[CH:4][CH:3]=3)[C:18]2=[O:27])=[CH:28][CH:29]=1, predict the reactants needed to synthesize it. The reactants are: [S:1]1[CH:5]=[CH:4][CH:3]=[CH:2]1.[Li]CCCC.[Cl:11][C:12]1[CH:29]=[CH:28][C:15]([CH2:16][N:17]2[C:25]3[C:20](=[CH:21][CH:22]=[CH:23][CH:24]=3)[C:19](=[O:26])[C:18]2=[O:27])=[CH:14][CH:13]=1. (5) Given the product [CH3:23][C:24]1[CH:29]=[C:28]([C:2]2[CH:3]=[CH:4][C:5]3[N:11]4[CH2:12][C@H:8]([CH2:9][CH2:10]4)[N:7]([C:13]([NH:15][C:16]4[CH:21]=[N:20][CH:19]=[CH:18][N:17]=4)=[O:14])[C:6]=3[N:22]=2)[CH:27]=[CH:26][N:25]=1, predict the reactants needed to synthesize it. The reactants are: Cl[C:2]1[CH:3]=[CH:4][C:5]2[N:11]3[CH2:12][C@H:8]([CH2:9][CH2:10]3)[N:7]([C:13]([NH:15][C:16]3[CH:21]=[N:20][CH:19]=[CH:18][N:17]=3)=[O:14])[C:6]=2[N:22]=1.[CH3:23][C:24]1[CH:29]=[C:28](B(O)O)[CH:27]=[CH:26][N:25]=1.C([O-])(O)=O.[Na+].